Dataset: Catalyst prediction with 721,799 reactions and 888 catalyst types from USPTO. Task: Predict which catalyst facilitates the given reaction. (1) Reactant: [OH:1][CH:2]([CH2:8][CH2:9][CH:10]=[CH:11][C:12]1[CH:17]=[CH:16][CH:15]=[CH:14][CH:13]=1)[C:3]([O:5][CH2:6][CH3:7])=[O:4].C1(P(C2C=CC=CC=2)C2C=CC=CC=2)C=CC=CC=1.[F:37][C:38]([F:47])([F:46])[C:39]1[CH:44]=[CH:43][C:42](O)=[CH:41][CH:40]=1.N(C(OCC)=O)=NC([O-])=O. Product: [F:37][C:38]([F:47])([F:46])[C:39]1[CH:44]=[CH:43][C:42]([O:1][CH:2]([CH2:8][CH2:9][CH:10]=[CH:11][C:12]2[CH:13]=[CH:14][CH:15]=[CH:16][CH:17]=2)[C:3]([O:5][CH2:6][CH3:7])=[O:4])=[CH:41][CH:40]=1. The catalyst class is: 1. (2) Reactant: C([O:8][C:9]1[CH:14]=[C:13]([C:15]2[CH:19]=[CH:18][N:17](COCC3C=CC=CC=3)[N:16]=2)[CH:12]=[CH:11][C:10]=1[N:29]1[S:33](=[O:35])(=[O:34])[NH:32][C:31](=[O:36])[CH2:30]1)C1C=CC=CC=1. Product: [OH:8][C:9]1[CH:14]=[C:13]([C:15]2[CH:19]=[CH:18][NH:17][N:16]=2)[CH:12]=[CH:11][C:10]=1[N:29]1[S:33](=[O:35])(=[O:34])[NH:32][C:31](=[O:36])[CH2:30]1. The catalyst class is: 748. (3) Reactant: [OH:1][C:2]1[CH:3]=[C:4]([CH2:8][C:9]([O:11][CH3:12])=[O:10])[CH:5]=[CH:6][CH:7]=1.[C:13]([N:20]1[CH2:25][CH2:24][CH:23]([CH:26](O)[CH2:27][CH3:28])[CH2:22][CH2:21]1)([O:15][C:16]([CH3:19])([CH3:18])[CH3:17])=[O:14].C1(P(C2C=CC=CC=2)C2C=CC=CC=2)C=CC=CC=1.N(C(OC(C)C)=O)=NC(OC(C)C)=O. Product: [C:13]([N:20]1[CH2:21][CH2:22][CH:23]([CH2:26][CH2:27][CH2:28][O:1][C:2]2[CH:3]=[C:4]([CH2:8][C:9]([O:11][CH3:12])=[O:10])[CH:5]=[CH:6][CH:7]=2)[CH2:24][CH2:25]1)([O:15][C:16]([CH3:19])([CH3:18])[CH3:17])=[O:14]. The catalyst class is: 1.